Task: Predict the product of the given reaction.. Dataset: Forward reaction prediction with 1.9M reactions from USPTO patents (1976-2016) (1) Given the reactants ClC1C=CC(CSCC2[C:18]3[C:13](=[CH:14][CH:15]=[C:16](C4C=CC=CC=4OC)[CH:17]=3)[NH:12]C(C)(C)C=2)=CC=1.Br[CH2:32][C:33]1[C:42]2[C:37](=[CH:38][CH:39]=[C:40]([C:43]3[CH:48]=[CH:47][CH:46]=[CH:45][C:44]=3[O:49][CH3:50])[CH:41]=2)[NH:36][C:35]([CH3:52])([CH3:51])[CH:34]=1.C(=O)([O-])[O-].[K+].[K+].ClC1C=CC(CS)=CC=1, predict the reaction product. The product is: [CH3:50][O:49][C:44]1[CH:45]=[CH:46][CH:47]=[CH:48][C:43]=1[C:40]1[CH:41]=[C:42]2[C:37](=[CH:38][CH:39]=1)[NH:36][C:35]([CH3:52])([CH3:51])[CH:34]=[C:33]2[CH2:32][NH:12][C:13]1[CH:18]=[CH:17][CH:16]=[CH:15][CH:14]=1. (2) Given the reactants [C:1]([C:3]1[C:4]([N:17]2[CH2:20][CH:19]([C:21]([OH:23])=O)[CH2:18]2)=[N:5][C:6]([CH:14]([F:16])[F:15])=[C:7]([C:9]([O:11][CH2:12][CH3:13])=[O:10])[CH:8]=1)#[N:2].[F:24][C:25]1[CH:30]=[C:29]([F:31])[CH:28]=[CH:27][C:26]=1[CH2:32][S:33]([NH2:36])(=[O:35])=[O:34], predict the reaction product. The product is: [C:1]([C:3]1[C:4]([N:17]2[CH2:20][CH:19]([C:21](=[O:23])[NH:36][S:33]([CH2:32][C:26]3[CH:27]=[CH:28][C:29]([F:31])=[CH:30][C:25]=3[F:24])(=[O:34])=[O:35])[CH2:18]2)=[N:5][C:6]([CH:14]([F:16])[F:15])=[C:7]([CH:8]=1)[C:9]([O:11][CH2:12][CH3:13])=[O:10])#[N:2]. (3) Given the reactants [N:1]1[C:6]2[CH2:7][NH:8][CH2:9][C:5]=2[C:4]([NH:10][C:11]2[CH:12]=[N:13][C:14]3[C:19]([CH:20]=2)=[CH:18][CH:17]=[CH:16][CH:15]=3)=[N:3][CH:2]=1.[NH:21]1[C:29]2[C:24](=[CH:25][CH:26]=[CH:27][C:28]=2[CH:30]=O)[CH:23]=[CH:22]1.ClCCCl.CO.C(O[BH-](OC(=O)C)OC(=O)C)(=O)C.[Na+], predict the reaction product. The product is: [NH:21]1[C:29]2[C:24](=[CH:25][CH:26]=[CH:27][C:28]=2[CH2:30][N:8]2[CH2:9][C:5]3[C:4]([NH:10][C:11]4[CH:12]=[N:13][C:14]5[C:19]([CH:20]=4)=[CH:18][CH:17]=[CH:16][CH:15]=5)=[N:3][CH:2]=[N:1][C:6]=3[CH2:7]2)[CH:23]=[CH:22]1. (4) Given the reactants C1(C)C=CC=CC=1.[H-].C([Al+]C(C)C)(C)C.[Cl:16][C:17]1[CH:18]=[CH:19][C:20]([C:23](OCC)=[O:24])=[N:21][CH:22]=1.[BH4-].[Na+], predict the reaction product. The product is: [Cl:16][C:17]1[CH:18]=[CH:19][C:20]([CH2:23][OH:24])=[N:21][CH:22]=1.